This data is from Reaction yield outcomes from USPTO patents with 853,638 reactions. The task is: Predict the reaction yield, written as a fraction of the theoretical maximum amount of product (1.0 means a 100% yield; for example, 0.34 means a 34% yield). (1) The reactants are [N:1]1([C:8]2[C:9]([C:22]3[O:23][C:24]4[CH:30]=[C:29]([F:31])[CH:28]=[CH:27][C:25]=4[CH:26]=3)=[N:10][C:11]3[C:16]([N:17]=2)=[CH:15][C:14]([C:18]([O:20]C)=[O:19])=[CH:13][CH:12]=3)[CH2:7][CH2:6][CH2:5][CH2:4][CH2:3][CH2:2]1.[OH-].[Na+].O. The catalyst is CO.C(Cl)(Cl)Cl. The product is [N:1]1([C:8]2[C:9]([C:22]3[O:23][C:24]4[CH:30]=[C:29]([F:31])[CH:28]=[CH:27][C:25]=4[CH:26]=3)=[N:10][C:11]3[C:16]([N:17]=2)=[CH:15][C:14]([C:18]([OH:20])=[O:19])=[CH:13][CH:12]=3)[CH2:2][CH2:3][CH2:4][CH2:5][CH2:6][CH2:7]1. The yield is 0.550. (2) The reactants are [CH2:1]([NH:8][C:9]1([C:12]2[CH:17]=[CH:16][C:15]([Br:18])=[CH:14][CH:13]=2)[CH2:11][CH2:10]1)[C:2]1[CH:7]=[CH:6][CH:5]=[CH:4][CH:3]=1.[C:19]([O-])([O-])=O.[K+].[K+].IC. The catalyst is CC(C)=O.CCOCC. The product is [CH2:1]([N:8]([C:9]1([C:12]2[CH:13]=[CH:14][C:15]([Br:18])=[CH:16][CH:17]=2)[CH2:11][CH2:10]1)[CH3:19])[C:2]1[CH:3]=[CH:4][CH:5]=[CH:6][CH:7]=1. The yield is 0.860. (3) The reactants are [CH3:1][C:2]([C@H:4]1[C@@H:8]2[C@@H:9]3[C@@:22]([CH3:25])([CH2:23][CH2:24][C@@:7]2([CH2:34][O:35]C(C)=O)[CH2:6][CH2:5]1)[C@@:21]1([CH3:26])[C@@H:12]([C@:13]2([CH3:33])[C@@H:18]([CH2:19][CH2:20]1)[C:17]([CH3:28])([CH3:27])[C@@H:16]([O:29]C(C)=O)[CH2:15][CH2:14]2)[CH2:11][CH2:10]3)=[CH2:3].C1(C)C=CC=CC=1.[OH-].[K+]. The catalyst is C(O)C. The product is [CH3:3][C:2]([C@H:4]1[C@@H:8]2[C@@H:9]3[C@@:22]([CH3:25])([CH2:23][CH2:24][C@@:7]2([CH2:34][OH:35])[CH2:6][CH2:5]1)[C@@:21]1([CH3:26])[C@@H:12]([C@:13]2([CH3:33])[C@@H:18]([CH2:19][CH2:20]1)[C:17]([CH3:28])([CH3:27])[C@@H:16]([OH:29])[CH2:15][CH2:14]2)[CH2:11][CH2:10]3)=[CH2:1]. The yield is 0.660.